This data is from Catalyst prediction with 721,799 reactions and 888 catalyst types from USPTO. The task is: Predict which catalyst facilitates the given reaction. (1) Reactant: C[O:2][C:3]([C:5]1[CH:6]=[C:7]([C:18]2[CH:23]=[CH:22][C:21]([CH3:24])=[CH:20][CH:19]=2)[CH:8]=[C:9]([N:11]([C:13](=[O:17])[CH:14]([CH3:16])[CH3:15])[CH3:12])[CH:10]=1)=O.[N:25]1[CH:30]=[CH:29][N:28]=[CH:27][C:26]=1[CH:31]([NH2:33])[CH3:32].C1C=CC2N(O)N=NC=2C=1. Product: [N:25]1[CH:30]=[CH:29][N:28]=[CH:27][C:26]=1[CH:31]([NH:33][C:3]([C:5]1[CH:6]=[C:7]([C:18]2[CH:19]=[CH:20][C:21]([CH3:24])=[CH:22][CH:23]=2)[CH:8]=[C:9]([N:11]([C:13](=[O:17])[CH:14]([CH3:16])[CH3:15])[CH3:12])[CH:10]=1)=[O:2])[CH3:32]. The catalyst class is: 2. (2) Reactant: CCN(C(C)C)C(C)C.Cl.Cl.[NH:12]1[CH2:17][CH2:16][CH2:15][CH2:14][CH:13]1[CH2:18][NH:19][C:20]([NH:22][C:23]1[N:24]=[C:25]2[CH:31]=[CH:30][N:29]([CH2:32][O:33][CH2:34][CH2:35][Si:36]([CH3:39])([CH3:38])[CH3:37])[C:26]2=[N:27][CH:28]=1)=[O:21].O([CH2:48][C:49]([F:52])([F:51])[F:50])S(C(F)(F)F)(=O)=O. Product: [F:50][C:49]([F:52])([F:51])[CH2:48][N:12]1[CH2:17][CH2:16][CH2:15][CH2:14][CH:13]1[CH2:18][NH:19][C:20]([NH:22][C:23]1[N:24]=[C:25]2[CH:31]=[CH:30][N:29]([CH2:32][O:33][CH2:34][CH2:35][Si:36]([CH3:39])([CH3:38])[CH3:37])[C:26]2=[N:27][CH:28]=1)=[O:21]. The catalyst class is: 2.